From a dataset of Catalyst prediction with 721,799 reactions and 888 catalyst types from USPTO. Predict which catalyst facilitates the given reaction. (1) Reactant: C([O:5][C:6](=[O:32])[CH2:7][CH2:8][C:9]1[CH:14]=[CH:13][C:12]([O:15][CH2:16][CH2:17][C:18]2[N:19]=[C:20]([C:24]3[CH:29]=[CH:28][CH:27]=[CH:26][CH:25]=3)[O:21][C:22]=2[CH3:23])=[CH:11][C:10]=1[CH2:30]Br)(C)(C)C.[F:33][C:34]([F:43])([F:42])[C:35]1[CH:40]=[CH:39][C:38]([OH:41])=[CH:37][CH:36]=1.CN(C=O)C.C(=O)([O-])[O-].[Cs+].[Cs+]. Product: [CH3:23][C:22]1[O:21][C:20]([C:24]2[CH:25]=[CH:26][CH:27]=[CH:28][CH:29]=2)=[N:19][C:18]=1[CH2:17][CH2:16][O:15][C:12]1[CH:13]=[CH:14][C:9]([CH2:8][CH2:7][C:6]([OH:5])=[O:32])=[C:10]([CH2:30][O:41][C:38]2[CH:39]=[CH:40][C:35]([C:34]([F:33])([F:42])[F:43])=[CH:36][CH:37]=2)[CH:11]=1. The catalyst class is: 28. (2) Reactant: [CH2:1]([C:5]1[CH:13]=[CH:12][CH:11]=[C:7]([C:8]([OH:10])=[O:9])[C:6]=1[C:14]([OH:16])=[O:15])[CH2:2][CH2:3][CH3:4].C(N(CC)CC)C.[N+]([O-])([O-])=O.[Nd+3:28].[N+]([O-])([O-])=O.[N+]([O-])([O-])=O.C(N(CC)CC)C.C(C1C=CC=C(C(O)=O)C=1C(O)=O)CCC. Product: [Nd:28].[CH2:1]([C:5]1[CH:13]=[CH:12][CH:11]=[C:7]([C:8]([OH:10])=[O:9])[C:6]=1[C:14]([OH:16])=[O:15])[CH2:2][CH2:3][CH3:4]. The catalyst class is: 8. (3) Reactant: [F:1][C:2]1[CH:3]=[C:4]([CH:32]=[CH:33][CH:34]=1)[CH2:5][O:6][C:7]1[CH:12]=[CH:11][C:10]([NH:13][C:14]2[C:23]3[C:18](=[CH:19][CH:20]=[C:21]([C:24]4[O:28][C:27]([CH:29]=O)=[CH:26][CH:25]=4)[CH:22]=3)[N:17]=[CH:16][N:15]=2)=[CH:9][C:8]=1[Cl:31].[CH3:35][P:36]([CH2:39][N:40]1[CH2:45][CH2:44][NH:43][CH2:42][CH2:41]1)([CH3:38])=[O:37].C(O[BH-](OC(=O)C)OC(=O)C)(=O)C.[Na+]. Product: [F:1][C:2]1[CH:3]=[C:4]([CH:32]=[CH:33][CH:34]=1)[CH2:5][O:6][C:7]1[CH:12]=[CH:11][C:10]([NH:13][C:14]2[C:23]3[C:18](=[CH:19][CH:20]=[C:21]([C:24]4[O:28][C:27]([CH2:29][N:43]5[CH2:42][CH2:41][N:40]([CH2:39][P:36]([CH3:38])([CH3:35])=[O:37])[CH2:45][CH2:44]5)=[CH:26][CH:25]=4)[CH:22]=3)[N:17]=[CH:16][N:15]=2)=[CH:9][C:8]=1[Cl:31]. The catalyst class is: 411. (4) Reactant: Cl[C:2]1[N:7]=[C:6]2[CH:8]=[N:9][CH:10]=[CH:11][C:5]2=[N:4][C:3]=1[N:12]1[CH2:17][CH2:16][N:15]([CH2:18][C:19]2[CH:24]=[CH:23][C:22]([F:25])=[CH:21][C:20]=2[F:26])[CH2:14][CH2:13]1.CCN(CC)CC.Cl.[O:35]1[CH2:39][CH2:38][C@H:37]([NH2:40])[CH2:36]1. Product: [F:26][C:20]1[CH:21]=[C:22]([F:25])[CH:23]=[CH:24][C:19]=1[CH2:18][N:15]1[CH2:16][CH2:17][N:12]([C:3]2[N:4]=[C:5]3[CH:11]=[CH:10][N:9]=[CH:8][C:6]3=[N:7][C:2]=2[NH:40][C@H:37]2[CH2:38][CH2:39][O:35][CH2:36]2)[CH2:13][CH2:14]1. The catalyst class is: 3. (5) Reactant: [CH2:1]([O:8][C:9]([N:11]1[CH2:31][S:30][CH2:29][C@H:12]1[C:13]([N:15]1[CH2:21][CH2:20][CH2:19][N:18]([C:22](OC(C)(C)C)=O)[CH2:17][CH2:16]1)=[O:14])=[O:10])[C:2]1[CH:7]=[CH:6][CH:5]=[CH:4][CH:3]=1.C=O.C([BH3-])#N.[Na+]. Product: [CH2:1]([O:8][C:9]([N:11]1[CH2:31][S:30][CH2:29][C@H:12]1[C:13]([N:15]1[CH2:21][CH2:20][CH2:19][N:18]([CH3:22])[CH2:17][CH2:16]1)=[O:14])=[O:10])[C:2]1[CH:7]=[CH:6][CH:5]=[CH:4][CH:3]=1. The catalyst class is: 89. (6) Reactant: [CH2:1]([O:4][C@H:5]1[C:13]2[C:8](=[CH:9][C:10]([O:14][CH3:15])=[CH:11][CH:12]=2)[C@@H:7]([NH:16][CH2:17][C@@H:18]([OH:30])[C@@H:19]([NH2:29])[CH2:20][C:21]2[CH:26]=[C:25](F)[CH:24]=[C:23](F)[CH:22]=2)[CH2:6]1)[CH:2]=[CH2:3].[C:31]([NH:34][C@:35]1([CH:48]([CH2:50][CH3:51])[CH3:49])[CH2:39][CH2:38][N:37]([C@@H:40]([CH2:44][CH:45]=[CH2:46])[C:41](O)=[O:42])[C:36]1=[O:47])(=[O:33])[CH3:32].C(Cl)CCl.C1C=CC2N(O)N=NC=2C=1.CCN(C(C)C)C(C)C. Product: [C:31]([NH:34][C@:35]1([CH:48]([CH2:50][CH3:51])[CH3:49])[CH2:39][CH2:38][N:37]([C@@H:40]([CH2:44][CH:45]=[CH2:46])[C:41]([NH:29][C@H:19]([C@H:18]([OH:30])[CH2:17][NH:16][C@@H:7]2[C:8]3[C:13](=[CH:12][CH:11]=[C:10]([O:14][CH3:15])[CH:9]=3)[C@H:5]([O:4][CH2:1][CH:2]=[CH2:3])[CH2:6]2)[CH2:20][C:21]2[CH:26]=[CH:25][CH:24]=[CH:23][CH:22]=2)=[O:42])[C:36]1=[O:47])(=[O:33])[CH3:32]. The catalyst class is: 3.